Dataset: Full USPTO retrosynthesis dataset with 1.9M reactions from patents (1976-2016). Task: Predict the reactants needed to synthesize the given product. (1) The reactants are: C(OCCCCCC)(=O)CCCCC.[C:15]1([CH:21]([OH:23])[CH3:22])[CH:20]=[CH:19][CH:18]=[CH:17][CH:16]=1. Given the product [C:15]1([CH:21]([OH:23])[CH3:22])[CH:20]=[CH:19][CH:18]=[CH:17][CH:16]=1.[C:21]([C:15]1[CH:20]=[CH:19][CH:18]=[CH:17][CH:16]=1)(=[O:23])[CH3:22], predict the reactants needed to synthesize it. (2) Given the product [N:24]1([CH2:31][CH2:32][O:33][C:34]2[CH:42]=[CH:41][C:37]([CH2:38][N:58]([CH2:57][CH3:56])[C:59]3[CH:64]=[C:63]([O:65][CH3:66])[CH:62]=[CH:61][C:60]=3[C:67]3[CH2:73][CH2:72][CH2:71][C:70]4[CH:74]=[C:75]([O:78][CH3:79])[CH:76]=[CH:77][C:69]=4[CH:68]=3)=[CH:36][CH:35]=2)[CH2:30][CH2:29][CH2:28][CH2:27][CH2:26][CH2:25]1, predict the reactants needed to synthesize it. The reactants are: COC1C=CC(C2CCCC3C=C(OC)C=CC=3C=2)=C(N)C=1.Cl.[N:24]1([CH2:31][CH2:32][O:33][C:34]2[CH:42]=[CH:41][C:37]([C:38](O)=O)=[CH:36][CH:35]=2)[CH2:30][CH2:29][CH2:28][CH2:27][CH2:26][CH2:25]1.N1(CCOC2C=C[C:56]([CH2:57][NH:58][C:59]3[CH:64]=[C:63]([O:65][CH3:66])[CH:62]=[CH:61][C:60]=3[C:67]3[CH2:73][CH2:72][CH2:71][C:70]4[CH:74]=[C:75]([O:78][CH3:79])[CH:76]=[CH:77][C:69]=4[CH:68]=3)=CC=2)CCCCCC1. (3) Given the product [CH3:1][NH:2][S:3]([C:6]1[CH:32]=[CH:31][C:9]([CH2:10][NH:11][C:12]([C:14]2[C:15]3[CH:16]=[N:17][N:18]([C:24]4[CH:29]=[CH:28][C:27]([F:30])=[CH:26][CH:25]=4)[C:19]=3[CH:20]=[C:21]([CH3:33])[CH:22]=2)=[O:13])=[CH:8][CH:7]=1)(=[O:5])=[O:4], predict the reactants needed to synthesize it. The reactants are: [CH3:1][NH:2][S:3]([C:6]1[CH:32]=[CH:31][C:9]([CH2:10][NH:11][C:12]([C:14]2[C:15]3[CH:16]=[N:17][N:18]([C:24]4[CH:29]=[CH:28][C:27]([F:30])=[CH:26][CH:25]=4)[C:19]=3[CH:20]=[C:21](Br)[CH:22]=2)=[O:13])=[CH:8][CH:7]=1)(=[O:5])=[O:4].[CH3:33]B(O)O.C(=O)([O-])[O-].[Na+].[Na+]. (4) Given the product [C:1]([C:3]1[CH:16]=[C:15]([F:17])[C:14]([N:18]2[C:23](=[O:24])[CH:22]=[C:21]([C:25]([F:27])([F:28])[F:26])[N:20]([CH3:29])[C:19]2=[O:30])=[CH:13][C:4]=1[O:5][C:6]1[CH:7]=[C:8]([CH:9]=[CH:10][CH:11]=1)[O:12][CH2:32][C:33]([O:35][CH3:36])=[O:34])#[N:2], predict the reactants needed to synthesize it. The reactants are: [C:1]([C:3]1[CH:16]=[C:15]([F:17])[C:14]([N:18]2[C:23](=[O:24])[CH:22]=[C:21]([C:25]([F:28])([F:27])[F:26])[N:20]([CH3:29])[C:19]2=[O:30])=[CH:13][C:4]=1[O:5][C:6]1[CH:7]=[C:8]([OH:12])[CH:9]=[CH:10][CH:11]=1)#[N:2].Br[CH2:32][C:33]([O:35][CH3:36])=[O:34].C(=O)([O-])[O-].[K+].[K+]. (5) Given the product [CH:10]1([O:16][C:17]2[N:22]=[CH:21][C:20]([C:23]3[C:24]4=[N:30][S:6](=[O:8])(=[O:7])[CH2:5][CH2:4][N:25]4[CH:26]=[C:27]([F:29])[CH:28]=3)=[CH:19][CH:18]=2)[CH2:11][CH2:12][CH2:13][CH2:14][CH2:15]1, predict the reactants needed to synthesize it. The reactants are: [H-].[Na+].Cl[CH2:4][CH2:5][S:6](Cl)(=[O:8])=[O:7].[CH:10]1([O:16][C:17]2[N:22]=[CH:21][C:20]([C:23]3[C:24]([NH2:30])=[N:25][CH:26]=[C:27]([F:29])[CH:28]=3)=[CH:19][CH:18]=2)[CH2:15][CH2:14][CH2:13][CH2:12][CH2:11]1. (6) Given the product [CH3:29][C:20]1([CH3:28])[O:19][C:18](=[O:30])[N:17]([C:14]2[CH:13]=[CH:12][C:11]([C:8]3[N:5]4[CH:6]=[CH:7][C:2]([C:31]#[N:32])=[CH:3][C:4]4=[N:10][N:9]=3)=[CH:16][CH:15]=2)[C@H:21]1[C:22]1[CH:23]=[CH:24][CH:25]=[CH:26][CH:27]=1, predict the reactants needed to synthesize it. The reactants are: I[C:2]1[CH:7]=[CH:6][N:5]2[C:8]([C:11]3[CH:16]=[CH:15][C:14]([N:17]4[C@@H:21]([C:22]5[CH:27]=[CH:26][CH:25]=[CH:24][CH:23]=5)[C:20]([CH3:29])([CH3:28])[O:19][C:18]4=[O:30])=[CH:13][CH:12]=3)=[N:9][N:10]=[C:4]2[CH:3]=1.[C:31]([Zn]C#N)#[N:32]. (7) Given the product [CH2:1]([C:3]1[O:7][C:6]([CH2:8][CH2:9][NH2:10])=[N:5][CH:4]=1)[CH3:2], predict the reactants needed to synthesize it. The reactants are: [CH2:1]([C:3]1[O:7][C:6]([CH2:8][CH2:9][NH:10]C(=O)OCC2C=CC=CC=2)=[N:5][CH:4]=1)[CH3:2]. (8) Given the product [F:9][C:10]1[CH:15]=[CH:14][C:13]([C:44]2[CH:49]=[CH:48][C:47]([CH2:50][OH:51])=[CH:46][C:45]=2[CH2:52][CH2:53][CH3:54])=[CH:12][CH:11]=1, predict the reactants needed to synthesize it. The reactants are: P([O-])([O-])([O-])=O.[K+].[K+].[K+].[F:9][C:10]1[CH:15]=[CH:14][C:13](B(O)O)=[CH:12][CH:11]=1.C1(P(C2CCCCC2)C2CCCCC2)CCCCC1.FC(F)(F)S(O[C:44]1[CH:49]=[CH:48][C:47]([CH:50]=[O:51])=[CH:46][C:45]=1[CH2:52][CH:53]=[CH2:54])(=O)=O.[H][H]. (9) Given the product [C:7]1([CH3:8])[CH:9]=[CH:10][C:4]([S:1]([O:11][CH2:12]/[CH:13]=[CH:14]/[CH2:15][F:50])(=[O:3])=[O:2])=[CH:5][CH:6]=1, predict the reactants needed to synthesize it. The reactants are: [S:1]([O:11][CH:12](OS(C1C=CC(C)=CC=1)(=O)=O)/[CH:13]=[CH:14]/[CH3:15])([C:4]1[CH:10]=[CH:9][C:7]([CH3:8])=[CH:6][CH:5]=1)(=[O:3])=[O:2].CC1C=CC([C@@H]2C(C(O[11CH3])=O)C3N(C/C=C/C[F:50])[C@H](CC3)C2)=CC=1.NCCC1C=CC(O)=C(O)C=1.